Dataset: Full USPTO retrosynthesis dataset with 1.9M reactions from patents (1976-2016). Task: Predict the reactants needed to synthesize the given product. Given the product [C:18]1([S:24][C:3]2[C:4]3[C:9](=[CH:8][CH:7]=[CH:6][CH:5]=3)[NH:1][C:2]=2[C:10]([N:12]2[CH2:17][CH2:16][CH2:15][CH2:14][CH2:13]2)=[O:11])[CH:23]=[CH:22][CH:21]=[CH:20][CH:19]=1, predict the reactants needed to synthesize it. The reactants are: [NH:1]1[C:9]2[C:4](=[CH:5][CH:6]=[CH:7][CH:8]=2)[CH:3]=[C:2]1[C:10]([N:12]1[CH2:17][CH2:16][CH2:15][CH2:14][CH2:13]1)=[O:11].[C:18]1([S:24][S:24][C:18]2[CH:23]=[CH:22][CH:21]=[CH:20][CH:19]=2)[CH:23]=[CH:22][CH:21]=[CH:20][CH:19]=1.